From a dataset of Merck oncology drug combination screen with 23,052 pairs across 39 cell lines. Regression. Given two drug SMILES strings and cell line genomic features, predict the synergy score measuring deviation from expected non-interaction effect. (1) Drug 1: Cn1nnc2c(C(N)=O)ncn2c1=O. Drug 2: C#Cc1cccc(Nc2ncnc3cc(OCCOC)c(OCCOC)cc23)c1. Cell line: LOVO. Synergy scores: synergy=-9.58. (2) Drug 1: O=S1(=O)NC2(CN1CC(F)(F)F)C1CCC2Cc2cc(C=CCN3CCC(C(F)(F)F)CC3)ccc2C1. Drug 2: CC1CC2C3CCC4=CC(=O)C=CC4(C)C3(F)C(O)CC2(C)C1(O)C(=O)CO. Cell line: A2780. Synergy scores: synergy=1.32.